Task: Binary Classification. Given a drug SMILES string, predict its activity (active/inactive) in a high-throughput screening assay against a specified biological target.. Dataset: HIV replication inhibition screening data with 41,000+ compounds from the AIDS Antiviral Screen The drug is CN1C(=CC=CC=CC=C2C(=O)c3ccccc3C2=O)C(C)(C)c2ccccc21. The result is 1 (active).